This data is from Forward reaction prediction with 1.9M reactions from USPTO patents (1976-2016). The task is: Predict the product of the given reaction. Given the reactants [C:1]([O:5][C:6]([N:8]1[CH2:14][CH2:13][CH:12]2[CH:10]([O:11]2)[CH2:9]1)=[O:7])([CH3:4])([CH3:3])[CH3:2].[N-:15]=[N+:16]=[N-:17].[Na+].[Cl-].[NH4+], predict the reaction product. The product is: [C:1]([O:5][C:6]([N:8]1[CH2:14][CH2:13][C@@H:12]([N:15]=[N+:16]=[N-:17])[C@H:10]([OH:11])[CH2:9]1)=[O:7])([CH3:4])([CH3:3])[CH3:2].[C:1]([O:5][C:6]([N:8]1[CH2:14][CH2:13][C@H:12]([OH:11])[C@@H:10]([N:15]=[N+:16]=[N-:17])[CH2:9]1)=[O:7])([CH3:4])([CH3:3])[CH3:2].